This data is from Forward reaction prediction with 1.9M reactions from USPTO patents (1976-2016). The task is: Predict the product of the given reaction. (1) The product is: [CH3:8][N:9]1[C:17]2[C:12](=[CH:13][CH:14]=[CH:15][CH:16]=2)[CH:11]=[C:10]1[C:18]([NH:20][CH2:21][C:22]1[CH:23]=[C:24]2[C:29](=[CH:30][CH:31]=1)[CH2:28][NH:27][CH2:26][CH2:25]2)=[O:19]. Given the reactants FC(F)(F)C(O)=O.[CH3:8][N:9]1[C:17]2[C:12](=[CH:13][CH:14]=[CH:15][CH:16]=2)[CH:11]=[C:10]1[C:18]([NH:20][CH2:21][C:22]1[CH:23]=[C:24]2[C:29](=[CH:30][CH:31]=1)[CH2:28][N:27](C(OC(C)(C)C)=O)[CH2:26][CH2:25]2)=[O:19].[OH-].[Na+], predict the reaction product. (2) Given the reactants F[C:2]1[CH:9]=[CH:8][CH:7]=[CH:6][C:3]=1[CH:4]=[O:5].[F:10][C:11]([F:20])([F:19])[C:12]1[CH:13]=[C:14]([OH:18])[CH:15]=[CH:16][CH:17]=1.C(=O)([O-])[O-].[K+].[K+].C(OCC)(=O)C, predict the reaction product. The product is: [F:10][C:11]([F:19])([F:20])[C:12]1[CH:13]=[C:14]([CH:15]=[CH:16][CH:17]=1)[O:18][C:2]1[CH:9]=[CH:8][CH:7]=[CH:6][C:3]=1[CH:4]=[O:5]. (3) Given the reactants [C:1]([O:5][CH:6]([C:12]1[C:21]([CH3:22])=[CH:20][C:19]2[C:14](=[CH:15][CH:16]=[CH:17][CH:18]=2)[C:13]=1[OH:23])[C:7]([O:9][CH2:10][CH3:11])=[O:8])([CH3:4])([CH3:3])[CH3:2].[Cl:24]C1C=C2C(C=C(C)C(C(O)C(OCC)=O)=C2O)=CC=1, predict the reaction product. The product is: [C:1]([O:5][CH:6]([C:12]1[C:21]([CH3:22])=[CH:20][C:19]2[C:14](=[CH:15][C:16]([Cl:24])=[CH:17][CH:18]=2)[C:13]=1[OH:23])[C:7]([O:9][CH2:10][CH3:11])=[O:8])([CH3:4])([CH3:2])[CH3:3]. (4) The product is: [CH3:84][C:1]1[C:10](=[O:26])[C:9]2[C:4]([C:3](=[O:27])[C:2]=1[CH2:11][CH:12]([C:14](=[O:25])[C@@H:78]([CH2:77][C:76]1[C:59]3[C:60](=[CH:61][CH:62]=[CH:63][CH:64]=3)[N:65]([C:43]([O:45][C:46]([CH3:47])([CH3:49])[CH3:48])=[O:44])[CH:75]=1)[NH2:80])[NH2:13])=[CH:5][CH:6]=[CH:7][CH:8]=2. Given the reactants [CH3:1][C:2]1[C:3](=[O:27])[C:4]2[C:9]([C:10](=[O:26])[C:11]=1[CH:12]([C:14](=[O:25])[C@H](C)NC(OC(C)(C)C)=O)[NH2:13])=[CH:8][CH:7]=[CH:6][CH:5]=2.N([C:43]([O:45][C:46]([CH3:49])([CH3:48])[CH3:47])=[O:44])[C@@H](C(O)=O)CC1C2C(=CC=CC=2)NC=1.CN(C(ON1N=[N:65][C:60]2[CH:61]=[CH:62][CH:63]=[CH:64][C:59]1=2)=[N+](C)C)C.F[P-](F)(F)(F)(F)F.C1[CH:75]=[CH:76][C:77]2N(O)N=[N:80][C:78]=2C=1.[CH3:84]CN(C(C)C)C(C)C, predict the reaction product. (5) Given the reactants F[B-](F)(F)F.[F:6][S:7]([F:19])([F:18])([F:17])([F:16])[C:8]1[CH:13]=[CH:12][C:11]([N+:14]#[N:15])=[CH:10][CH:9]=1.[C:20]1([OH:26])[CH:25]=[CH:24][CH:23]=[CH:22][CH:21]=1.C([O-])(=O)C.[Na+], predict the reaction product. The product is: [OH:26][C:20]1[CH:25]=[CH:24][C:23](/[N:15]=[N:14]/[C:11]2[CH:12]=[CH:13][C:8]([S:7]([F:16])([F:17])([F:18])([F:19])[F:6])=[CH:9][CH:10]=2)=[CH:22][CH:21]=1.